Dataset: Catalyst prediction with 721,799 reactions and 888 catalyst types from USPTO. Task: Predict which catalyst facilitates the given reaction. (1) Reactant: Cl[C:2]1[N:7]=[CH:6][C:5]2[N:8]=[CH:9][N:10]([CH3:11])[C:4]=2[CH:3]=1.[C:12]([O:16][C:17]([N:19]1[CH2:22][CH:21]([C:23]2[CH:28]=[C:27]([CH2:29][CH3:30])[C:26]([NH2:31])=[CH:25][N:24]=2)[CH2:20]1)=[O:18])([CH3:15])([CH3:14])[CH3:13].C([O-])([O-])=O.[Cs+].[Cs+].C1C=CC(P(C2C(C3C(P(C4C=CC=CC=4)C4C=CC=CC=4)=CC=C4C=3C=CC=C4)=C3C(C=CC=C3)=CC=2)C2C=CC=CC=2)=CC=1. Product: [C:12]([O:16][C:17]([N:19]1[CH2:22][CH:21]([C:23]2[CH:28]=[C:27]([CH2:29][CH3:30])[C:26]([NH:31][C:2]3[N:7]=[CH:6][C:5]4[N:8]=[CH:9][N:10]([CH3:11])[C:4]=4[CH:3]=3)=[CH:25][N:24]=2)[CH2:20]1)=[O:18])([CH3:15])([CH3:14])[CH3:13]. The catalyst class is: 62. (2) The catalyst class is: 1. Product: [CH3:19][C:18]([O:22][C:23]([NH:17][CH2:2][C:3]1([OH:1])[CH2:6][N:5]([C:7]([O:9][CH2:10][C:11]2[CH:16]=[CH:15][CH:14]=[CH:13][CH:12]=2)=[O:8])[CH2:4]1)=[O:25])([CH3:21])[CH3:20]. Reactant: [O:1]1[C:3]2([CH2:6][N:5]([C:7]([O:9][CH2:10][C:11]3[CH:16]=[CH:15][CH:14]=[CH:13][CH:12]=3)=[O:8])[CH2:4]2)[CH2:2]1.[NH3:17].[C:18]([O:22][C:23]([O:25]C(OC(C)(C)C)=O)=O)([CH3:21])([CH3:20])[CH3:19]. (3) Reactant: Br[C:2]1[CH:3]=[C:4]2[C:9](=[CH:10][CH:11]=1)[N:8]=[C:7]([Cl:12])[CH:6]=[CH:5]2.[CH3:13][C:14]1([CH3:30])[C:18]([CH3:20])([CH3:19])[O:17][B:16]([B:16]2[O:17][C:18]([CH3:20])([CH3:19])[C:14]([CH3:30])([CH3:13])[O:15]2)[O:15]1.C([O-])(=O)C.[K+].O1CCOCC1. Product: [Cl:12][C:7]1[CH:6]=[CH:5][C:4]2[C:9](=[CH:10][CH:11]=[C:2]([B:16]3[O:17][C:18]([CH3:20])([CH3:19])[C:14]([CH3:30])([CH3:13])[O:15]3)[CH:3]=2)[N:8]=1. The catalyst class is: 6. (4) Reactant: [C:1]([O:5][C:6](=[O:27])[C@H:7]([CH2:19][C:20]1[CH:25]=[CH:24][C:23](O)=[CH:22][CH:21]=1)[NH:8]C(OCC1C=CC=CC=1)=O)([CH3:4])([CH3:3])[CH3:2].[CH2:28]([N:30]([CH2:33]C)[CH2:31][CH3:32])[CH3:29].Cl[C:36]([O:38]C1C=CC([N+]([O-])=O)=CC=1)=[O:37].C[N:49]1CCNCC1. Product: [C:1]([O:5][C:6](=[O:27])[C@H:7]([CH2:19][C:20]1[CH:21]=[CH:22][CH:23]=[CH:24][CH:25]=1)[NH:8][O:38][C:36]([N:49]1[CH2:32][CH2:31][N:30]([CH3:33])[CH2:28][CH2:29]1)=[O:37])([CH3:2])([CH3:3])[CH3:4]. The catalyst class is: 96. (5) Reactant: C[Si](C=[N+]=[N-])(C)C.[Br:8][C:9]1[C:10]([CH3:18])=[C:11]([CH:15]=[CH:16][CH:17]=1)[C:12]([OH:14])=[O:13].[CH3:19]O. Product: [Br:8][C:9]1[C:10]([CH3:18])=[C:11]([CH:15]=[CH:16][CH:17]=1)[C:12]([O:14][CH3:19])=[O:13]. The catalyst class is: 48. (6) Reactant: [NH:1]1[C:5]2[CH:6]=[CH:7][C:8]([C:10]([N:12]3[CH2:21][C@H:20]4[C@H:14]([CH2:15][CH2:16][N:17]([C:22](=[O:37])/[CH:23]=[CH:24]/[C:25]5[CH:30]=[CH:29][C:28]([O:31][C:32]([F:35])([F:34])[F:33])=[C:27]([F:36])[CH:26]=5)[CH2:18][CH2:19]4)[CH2:13]3)=[O:11])=[CH:9][C:4]=2[N:3]=[N:2]1. Product: [NH:1]1[C:5]2[CH:6]=[CH:7][C:8]([C:10]([N:12]3[CH2:21][C@H:20]4[C@H:14]([CH2:15][CH2:16][N:17]([C:22](=[O:37])[CH2:23][CH2:24][C:25]5[CH:30]=[CH:29][C:28]([O:31][C:32]([F:35])([F:33])[F:34])=[C:27]([F:36])[CH:26]=5)[CH2:18][CH2:19]4)[CH2:13]3)=[O:11])=[CH:9][C:4]=2[N:3]=[N:2]1. The catalyst class is: 19. (7) Reactant: [CH:1]1([C:7](=O)[CH2:8][CH:9]2[C:17]3[C:12](=[CH:13][CH:14]=[CH:15][CH:16]=3)[C:11]3=[CH:18][N:19]=[CH:20][N:10]23)[CH2:6][CH2:5][CH2:4][CH2:3][CH2:2]1.C([O-])(=O)C.[NH4+:26].[Na]. Product: [CH:1]1([CH:7]([NH2:26])[CH2:8][CH:9]2[C:17]3[C:12](=[CH:13][CH:14]=[CH:15][CH:16]=3)[C:11]3=[CH:18][N:19]=[CH:20][N:10]23)[CH2:6][CH2:5][CH2:4][CH2:3][CH2:2]1. The catalyst class is: 5.